This data is from Catalyst prediction with 721,799 reactions and 888 catalyst types from USPTO. The task is: Predict which catalyst facilitates the given reaction. (1) Reactant: C([O:8][CH2:9][C:10]1([C:22](=[O:32])[NH:23][CH2:24][C:25](=[O:31])[N:26]2[CH2:30][CH2:29][CH2:28][CH2:27]2)[CH2:14][CH2:13][CH2:12][N:11]1[C:15]([O:17][C:18]([CH3:21])([CH3:20])[CH3:19])=[O:16])C1C=CC=CC=1. Product: [OH:8][CH2:9][C:10]1([C:22](=[O:32])[NH:23][CH2:24][C:25](=[O:31])[N:26]2[CH2:27][CH2:28][CH2:29][CH2:30]2)[CH2:14][CH2:13][CH2:12][N:11]1[C:15]([O:17][C:18]([CH3:19])([CH3:21])[CH3:20])=[O:16]. The catalyst class is: 43. (2) Reactant: [CH2:1]([C:3]1[CH:9]=[C:8]([C:10]2[O:11][CH:12]=[CH:13][N:14]=2)[C:7]([O:15][CH3:16])=[CH:6][C:4]=1[NH2:5])[CH3:2].[C:17]([NH:24][C@@H:25]([C:30](O)=[O:31])[CH2:26][CH:27]([CH3:29])[CH3:28])([O:19][C:20]([CH3:23])([CH3:22])[CH3:21])=[O:18].CN(C(ON1N=NC2C=CC=NC1=2)=[N+](C)C)C.F[P-](F)(F)(F)(F)F.O. Product: [C:20]([O:19][C:17](=[O:18])[NH:24][C@H:25]([CH2:26][CH:27]([CH3:28])[CH3:29])[C:30]([NH:5][C:4]1[CH:6]=[C:7]([O:15][CH3:16])[C:8]([C:10]2[O:11][CH:12]=[CH:13][N:14]=2)=[CH:9][C:3]=1[CH2:1][CH3:2])=[O:31])([CH3:23])([CH3:22])[CH3:21]. The catalyst class is: 4.